From a dataset of Experimentally validated miRNA-target interactions with 360,000+ pairs, plus equal number of negative samples. Binary Classification. Given a miRNA mature sequence and a target amino acid sequence, predict their likelihood of interaction. (1) The miRNA is mmu-miR-669o-5p with sequence UAGUUGUGUGUGCAUGUUUAUGU. The protein sequence of the target gene is MASVKVAVRVRPMNRREKDLEAKFIIQMEKSKTTITNLKIPEGGTGDSGRERTKTFTYDFSFYSADTKSPDYVSQEMVFKTLGTDVVKSAFEGYNACVFAYGQTGSGKSYTMMGNSGDSGLIPRICEGLFSRINETTRWDEASFRTEVSYLEIYNERVRDLLRRKSSKTFNLRVREHPKEGPYVEDLSKHLVQNYGDVEELMDAGNINRTTAATGMNDVSSRSHAIFTIKFTQAKFDSEMPCETVSKIHLVDLAGSERADATGATGVRLKEGGNINKSLVTLGNVISALADLSQDAANTL.... Result: 0 (no interaction). (2) The miRNA is hsa-miR-3622a-3p with sequence UCACCUGACCUCCCAUGCCUGU. The protein sequence of the target gene is MQKGIRLNDGHVASLGLLARKDGTRKGYLSKRSSDNTKWQTKWFALLQNLLFYFESDSSSRPSGLYLLEGCVCDRAPSPKPALSAKEPLEKQHYFTVNFSHENQKALELRTEDAKDCDEWVAAIAHASYRTLATEHEALMQKYLHLLQIVETEKTVAKQLRQQIEDGEIEIERLKAEITSLLKDNERIQSTQTVAPNDEDSDIKKIKKVQSFLRGWLCRRKWKTIIQDYIRSPHADSMRKRNQVVFSMLEAEAEYVQQLHILVNNFLRPLRMAASSKKPPITHDDVSSIFLNSETIMFLH.... Result: 0 (no interaction). (3) The miRNA is hsa-miR-130a-3p with sequence CAGUGCAAUGUUAAAAGGGCAU. The protein sequence of the target gene is MAGAAGPFLPGSAFWSRDFSDEDQSVAYVPGISTEGNTRSRVKLINPKVDVKVKASRVTDASVSMESLKGAGDSVAEQNFCKRGMKSASLKDLCLEDKRRIANLIKELARVSEEKEVTEERLKTEQESFEKKIRQLEEQNELIIKEREALQLQYRECQELLSLYQKYLSEQQEKLTLSLSELGAARAQEQQITKKKNTPQCSLMDLDGSFLSVARPQNYGQTKARPKSANQVSESFTELRNNSLRPITLHHPKEDLERMSTKTRTCTYESLGRRLINAAPIEKSLPVELKIKEYPNLPPT.... Result: 0 (no interaction). (4) The miRNA is hsa-miR-122-5p with sequence UGGAGUGUGACAAUGGUGUUUG. The protein sequence of the target gene is MAASMFYGRLVAVATLRNHRPRTAQRAAAQVLGSSGLFNNHGLQVQQQQQRNLSLHEYMSMELLQEAGVSVPKGYVAKSPDEAYAIAKKLGSKDVVIKAQVLAGGRGKGTFESGLKGGVKIVFSPEEAKAVSSQMIGKKLFTKQTGEKGRICNQVLVCERKYPRREYYFAITMERSFQGPVLIGSSHGGVNIEDVAAESPEAIIKEPIDIEEGIKKEQALQLAQKMGFPPNIVESAAENMVKLYSLFLKYDATMIEINPMVEDSDGAVLCMDAKINFDSNSAYRQKKIFDLQDWTQEDER.... Result: 1 (interaction).